Dataset: Catalyst prediction with 721,799 reactions and 888 catalyst types from USPTO. Task: Predict which catalyst facilitates the given reaction. (1) Reactant: [CH:1]([C:4]1([C:11]2[CH:16]=[CH:15][CH:14]=[CH:13][CH:12]=2)[NH:8]C(=O)N[C:5]1=[O:10])([CH3:3])[CH3:2].[OH-:17].[Na+]. Product: [NH2:8][C:4]([C:11]1[CH:16]=[CH:15][CH:14]=[CH:13][CH:12]=1)([CH:1]([CH3:3])[CH3:2])[C:5]([OH:17])=[O:10]. The catalyst class is: 12. (2) Reactant: Cl.[CH2:2]([NH:5][O:6][CH2:7][CH2:8][CH3:9])[CH2:3][CH3:4].N1C=CC=CC=1.[Br:16][CH2:17][C:18](Br)=[O:19]. Product: [CH2:2]([N:5]([O:6][CH2:7][CH2:8][CH3:9])[C:18](=[O:19])[CH2:17][Br:16])[CH2:3][CH3:4]. The catalyst class is: 10. (3) Reactant: [OH:1][CH2:2][CH2:3][CH2:4][C:5]1[CH:16]=[CH:15][C:8]([O:9][CH2:10][C@@H:11]([OH:14])[CH2:12][OH:13])=[CH:7][CH:6]=1.[C:17]1(C)[CH:22]=CC(S([O-])(=O)=O)=C[CH:18]=1.[NH+]1C=CC=CC=1.COC(OC)(C)C. Product: [CH3:18][C:17]1([CH3:22])[O:14][C@H:11]([CH2:10][O:9][C:8]2[CH:15]=[CH:16][C:5]([CH2:4][CH2:3][CH2:2][OH:1])=[CH:6][CH:7]=2)[CH2:12][O:13]1. The catalyst class is: 3. (4) Reactant: [CH3:1][N:2]1[CH2:7][CH2:6][NH:5][CH2:4][CH2:3]1.[O:8]1[C:12]2[CH:13]=[CH:14][CH:15]=[CH:16][C:11]=2[NH:10][C:9]1=[C:17]([C:36]#[N:37])[C:18]1[C:23]([CH3:24])=[CH:22][N:21]=[C:20]([NH:25][CH2:26][C:27]2[CH:35]=[CH:34][C:30]([C:31](O)=[O:32])=[CH:29][CH:28]=2)[N:19]=1.CCN=C=NCCCN(C)C.Cl.C1C=CC2N(O)N=NC=2C=1.CCN(C(C)C)C(C)C. Product: [O:8]1[C:12]2[CH:13]=[CH:14][CH:15]=[CH:16][C:11]=2[NH:10][C:9]1=[C:17]([C:18]1[C:23]([CH3:24])=[CH:22][N:21]=[C:20]([NH:25][CH2:26][C:27]2[CH:28]=[CH:29][C:30]([C:31]([N:5]3[CH2:6][CH2:7][N:2]([CH3:1])[CH2:3][CH2:4]3)=[O:32])=[CH:34][CH:35]=2)[N:19]=1)[C:36]#[N:37]. The catalyst class is: 2. (5) Reactant: I[C:2]1[CH:3]=[C:4]2[C:9](=[CH:10][CH:11]=1)[N:8]=[CH:7][C:6]([C:12]1[O:13][C:14]([CH3:17])=[CH:15][N:16]=1)=[C:5]2[O:18][CH3:19].C1(C(C2C=CC=CC=2)CCP)C=CC=CC=1.C([SiH](CCCCCC)CCCCCC)CCCCC.CN(C)[CH:57]=[O:58]. Product: [CH:57]([C:2]1[CH:3]=[C:4]2[C:9](=[CH:10][CH:11]=1)[N:8]=[CH:7][C:6]([C:12]1[O:13][C:14]([CH3:17])=[CH:15][N:16]=1)=[C:5]2[O:18][CH3:19])=[O:58]. The catalyst class is: 167. (6) Reactant: [Cl:1][C:2]1[CH:3]=[C:4]([CH:7]=[C:8]([OH:10])[CH:9]=1)[C:5]#[N:6].[H-].[Na+].F[C:14]1[C:19]([F:20])=[C:18]([F:21])[CH:17]=[CH:16][C:15]=1[N+:22]([O-:24])=[O:23].Cl. Product: [Cl:1][C:2]1[CH:3]=[C:4]([CH:7]=[C:8]([O:10][C:14]2[C:15]([N+:22]([O-:24])=[O:23])=[CH:16][CH:17]=[C:18]([F:21])[C:19]=2[F:20])[CH:9]=1)[C:5]#[N:6]. The catalyst class is: 56. (7) Reactant: I[C:2]1[CH:7]=[CH:6][CH:5]=[CH:4][C:3]=1[N+:8]([O-:10])=[O:9].[CH:11](=[O:18])[CH2:12][CH2:13][CH2:14][CH2:15][CH2:16][CH3:17]. Product: [N+:8]([C:3]1[CH:4]=[CH:5][CH:6]=[CH:7][C:2]=1[CH:11]([OH:18])[CH2:12][CH2:13][CH2:14][CH2:15][CH2:16][CH3:17])([O-:10])=[O:9]. The catalyst class is: 195. (8) Reactant: Br[C:2]1[N:11]=[C:5]2[CH:6]=[C:7]([Br:10])[CH:8]=[CH:9][N:4]2[N:3]=1.Cl.[F:13][CH2:14][CH2:15][NH:16][CH3:17].C(N(C(C)C)CC)(C)C. Product: [Br:10][C:7]1[CH:8]=[CH:9][N:4]2[N:3]=[C:2]([N:16]([CH2:15][CH2:14][F:13])[CH3:17])[N:11]=[C:5]2[CH:6]=1. The catalyst class is: 8. (9) Reactant: [CH3:1][C:2]1[C:6]2[C:7]([N:11]3[CH2:16][CH2:15][O:14][CH2:13][CH2:12]3)=[CH:8][CH:9]=[CH:10][C:5]=2[O:4][C:3]=1[C:17]([OH:19])=O.[CH3:20][O:21][C:22](=[O:44])[C@@H:23]([NH:27][S:28]([C:31]1[CH:36]=[CH:35][C:34]([C:37]2[CH:42]=[CH:41][C:40]([NH2:43])=[CH:39][CH:38]=2)=[CH:33][CH:32]=1)(=[O:30])=[O:29])[CH:24]([CH3:26])[CH3:25].F[P-](F)(F)(F)(F)F.N1(O[P+](N(C)C)(N(C)C)N(C)C)C2C=CC=CC=2N=N1.C(N(CC)C(C)C)(C)C. Product: [CH3:20][O:21][C:22](=[O:44])[C@@H:23]([NH:27][S:28]([C:31]1[CH:36]=[CH:35][C:34]([C:37]2[CH:38]=[CH:39][C:40]([NH:43][C:17]([C:3]3[O:4][C:5]4[CH:10]=[CH:9][CH:8]=[C:7]([N:11]5[CH2:12][CH2:13][O:14][CH2:15][CH2:16]5)[C:6]=4[C:2]=3[CH3:1])=[O:19])=[CH:41][CH:42]=2)=[CH:33][CH:32]=1)(=[O:30])=[O:29])[CH:24]([CH3:26])[CH3:25]. The catalyst class is: 650.